From a dataset of NCI-60 drug combinations with 297,098 pairs across 59 cell lines. Regression. Given two drug SMILES strings and cell line genomic features, predict the synergy score measuring deviation from expected non-interaction effect. (1) Cell line: M14. Drug 2: C(CCl)NC(=O)N(CCCl)N=O. Drug 1: CCC1=C2CN3C(=CC4=C(C3=O)COC(=O)C4(CC)O)C2=NC5=C1C=C(C=C5)O. Synergy scores: CSS=49.9, Synergy_ZIP=1.47, Synergy_Bliss=2.88, Synergy_Loewe=-10.9, Synergy_HSA=3.02. (2) Drug 1: C1=CC(=CC=C1CCCC(=O)O)N(CCCl)CCCl. Drug 2: C1=CN(C(=O)N=C1N)C2C(C(C(O2)CO)O)O.Cl. Cell line: SK-MEL-5. Synergy scores: CSS=23.5, Synergy_ZIP=-10.5, Synergy_Bliss=-8.83, Synergy_Loewe=-7.35, Synergy_HSA=-7.07. (3) Drug 1: C1CCC(C(C1)N)N.C(=O)(C(=O)[O-])[O-].[Pt+4]. Drug 2: COCCOC1=C(C=C2C(=C1)C(=NC=N2)NC3=CC=CC(=C3)C#C)OCCOC.Cl. Cell line: A498. Synergy scores: CSS=19.3, Synergy_ZIP=-5.48, Synergy_Bliss=-4.00, Synergy_Loewe=-7.24, Synergy_HSA=-4.87.